Task: Predict the reactants needed to synthesize the given product.. Dataset: Full USPTO retrosynthesis dataset with 1.9M reactions from patents (1976-2016) (1) Given the product [CH3:9][C:4]1[CH:5]=[C:6]([CH3:8])[CH:7]=[C:2]([CH3:1])[C:3]=1[NH:10][C:11]([NH:13][C:14]1[C:15]([C:24]([NH:26][C:27]2([C:33]([O:35][CH3:36])=[O:34])[CH2:28][CH2:29][N:30]([C:47]([O:49][CH2:50][CH3:51])=[O:48])[CH2:31][CH2:32]2)=[O:25])=[CH:16][C:17]2[C:22]([CH:23]=1)=[CH:21][CH:20]=[CH:19][CH:18]=2)=[O:12], predict the reactants needed to synthesize it. The reactants are: [CH3:1][C:2]1[CH:7]=[C:6]([CH3:8])[CH:5]=[C:4]([CH3:9])[C:3]=1[NH:10][C:11]([NH:13][C:14]1[C:15]([C:24]([NH:26][C:27]2([C:33]([O:35][CH3:36])=[O:34])[CH2:32][CH2:31][NH:30][CH2:29][CH2:28]2)=[O:25])=[CH:16][C:17]2[C:22]([CH:23]=1)=[CH:21][CH:20]=[CH:19][CH:18]=2)=[O:12].C(N(C(C)C)CC)(C)C.Cl[C:47]([O:49][CH2:50][CH3:51])=[O:48]. (2) Given the product [CH3:44][O:45][C:46]1[CH:47]=[C:48]([CH:51]=[CH:52][C:53]=1[O:54][CH3:55])[CH2:49][N:1]1[C:9]2[C:4](=[CH:5][CH:6]=[CH:7][CH:8]=2)[C:3]2([C:21]3[C:12](=[CH:13][C:14]4[O:19][CH2:18][CH2:17][O:16][C:15]=4[CH:20]=3)[O:11][CH2:10]2)[C:2]1=[O:22], predict the reactants needed to synthesize it. The reactants are: [NH:1]1[C:9]2[C:4](=[CH:5][CH:6]=[CH:7][CH:8]=2)[C:3]2([C:21]3[C:12](=[CH:13][C:14]4[O:19][CH2:18][CH2:17][O:16][C:15]=4[CH:20]=3)[O:11][CH2:10]2)[C:2]1=[O:22].N1C2C(=CC=CC=2)C2(COC3C=C4C(=CC2=3)CCO4)C1=O.[CH3:44][O:45][C:46]1[CH:47]=[C:48]([CH:51]=[CH:52][C:53]=1[O:54][CH3:55])[CH2:49]Br.BrCC1CCCCO1. (3) Given the product [C:34]1([CH2:33][O:32][C:30](=[O:31])[N:29]([CH2:28][CH2:27][O:26][C:21]2[CH:22]=[CH:23][CH:24]=[CH:25][C:20]=2[C:18]([NH:17][C:13]2[C:12](=[O:42])[N:11]([C:3]3[CH:4]=[C:5]([C:6]([NH:48][CH2:52][CH3:51])=[O:8])[CH:9]=[CH:10][C:2]=3[CH3:1])[CH:16]=[CH:15][N:14]=2)([CH3:19])[CH3:41])[CH3:40])[CH:39]=[CH:38][CH:37]=[CH:36][CH:35]=1, predict the reactants needed to synthesize it. The reactants are: [CH3:1][C:2]1[CH:10]=[CH:9][C:5]([C:6]([OH:8])=O)=[CH:4][C:3]=1[N:11]1[CH:16]=[CH:15][N:14]=[C:13]([NH:17][C:18]([CH3:41])([C:20]2[CH:25]=[CH:24][CH:23]=[CH:22][C:21]=2[O:26][CH2:27][CH2:28][N:29]([CH3:40])[C:30]([O:32][CH2:33][C:34]2[CH:39]=[CH:38][CH:37]=[CH:36][CH:35]=2)=[O:31])[CH3:19])[C:12]1=[O:42].F[B-](F)(F)F.[N:48]1(OC(N(C)C)=[N+](C)C)[C:52]2C=CC=C[C:51]=2N=N1.C(N(C(C)C)C(C)C)C.C(N)C. (4) The reactants are: [F:1][C:2]1[CH:30]=[C:29]([N+:31]([O-])=O)[CH:28]=[CH:27][C:3]=1[O:4][C:5]1[CH:10]=[CH:9][N:8]=[C:7]2[CH:11]=[C:12]([C:14]3[N:15]([CH3:26])[C:16]([CH2:19][N:20]4[CH2:25][CH2:24][O:23][CH2:22][CH2:21]4)=[CH:17][N:18]=3)[S:13][C:6]=12.[Cl-].[NH4+].C(O)C. Given the product [F:1][C:2]1[CH:30]=[C:29]([CH:28]=[CH:27][C:3]=1[O:4][C:5]1[CH:10]=[CH:9][N:8]=[C:7]2[CH:11]=[C:12]([C:14]3[N:15]([CH3:26])[C:16]([CH2:19][N:20]4[CH2:25][CH2:24][O:23][CH2:22][CH2:21]4)=[CH:17][N:18]=3)[S:13][C:6]=12)[NH2:31], predict the reactants needed to synthesize it.